From a dataset of Peptide-MHC class I binding affinity with 185,985 pairs from IEDB/IMGT. Regression. Given a peptide amino acid sequence and an MHC pseudo amino acid sequence, predict their binding affinity value. This is MHC class I binding data. (1) The peptide sequence is SPRTLNAWVK. The MHC is Mamu-B03 with pseudo-sequence Mamu-B03. The binding affinity (normalized) is 0. (2) The peptide sequence is RFLLQLVGILL. The MHC is H-2-Kd with pseudo-sequence H-2-Kd. The binding affinity (normalized) is 0. (3) The peptide sequence is TLYCVHQRI. The MHC is HLA-A30:02 with pseudo-sequence HLA-A30:02. The binding affinity (normalized) is 0.189. (4) The peptide sequence is FSSQLGLFY. The MHC is HLA-B40:01 with pseudo-sequence HLA-B40:01. The binding affinity (normalized) is 0.213. (5) The MHC is HLA-A03:01 with pseudo-sequence HLA-A03:01. The binding affinity (normalized) is 0.293. The peptide sequence is VLDMGDPVK. (6) The peptide sequence is GTKGKLYIA. The MHC is HLA-A02:06 with pseudo-sequence HLA-A02:06. The binding affinity (normalized) is 0.276. (7) The peptide sequence is MPRLSRNAA. The MHC is HLA-B48:01 with pseudo-sequence HLA-B48:01. The binding affinity (normalized) is 0.0847. (8) The peptide sequence is RRQWVLAFR. The MHC is HLA-B08:01 with pseudo-sequence HLA-B08:01. The binding affinity (normalized) is 0.0847. (9) The binding affinity (normalized) is 0.616. The peptide sequence is KQIVIINPM. The MHC is HLA-A02:12 with pseudo-sequence HLA-A02:12.